This data is from Full USPTO retrosynthesis dataset with 1.9M reactions from patents (1976-2016). The task is: Predict the reactants needed to synthesize the given product. (1) Given the product [CH3:1][O:2][C:3]1[CH:8]=[CH:7][CH:6]=[CH:5][C:4]=1[C:9]1[C:17]2[C:12](=[N:13][CH:14]=[C:15]([C:18]3[CH:19]=[C:20]([CH:24]([CH3:28])[C:25]([N:38]([CH3:39])[CH3:37])=[O:26])[CH:21]=[CH:22][CH:23]=3)[CH:16]=2)[N:11]([CH2:29][O:30][CH2:31][CH2:32][Si:33]([CH3:34])([CH3:35])[CH3:36])[N:10]=1, predict the reactants needed to synthesize it. The reactants are: [CH3:1][O:2][C:3]1[CH:8]=[CH:7][CH:6]=[CH:5][C:4]=1[C:9]1[C:17]2[C:12](=[N:13][CH:14]=[C:15]([C:18]3[CH:19]=[C:20]([CH:24]([CH3:28])[C:25](O)=[O:26])[CH:21]=[CH:22][CH:23]=3)[CH:16]=2)[N:11]([CH2:29][O:30][CH2:31][CH2:32][Si:33]([CH3:36])([CH3:35])[CH3:34])[N:10]=1.[CH3:37][NH:38][CH3:39].C(N(C(C)C)CC)(C)C.F[P-](F)(F)(F)(F)F.N1(OC(N(C)C)=[N+](C)C)C2N=CC=CC=2N=N1. (2) Given the product [CH3:1][C:2]1[C:7]([C:8]([OH:10])=[O:9])=[CH:6][C:5]([C:12]2[CH:13]=[CH:14][C:15](=[O:21])[N:16]([CH:18]([CH3:20])[CH3:19])[N:17]=2)=[C:4]([C:22]2[CH:23]=[CH:24][CH:25]=[CH:26][CH:27]=2)[N:3]=1, predict the reactants needed to synthesize it. The reactants are: [CH3:1][C:2]1[C:7]([C:8]([O:10]C)=[O:9])=[CH:6][C:5]([C:12]2[CH:13]=[CH:14][C:15](=[O:21])[N:16]([CH:18]([CH3:20])[CH3:19])[N:17]=2)=[C:4]([C:22]2[CH:27]=[CH:26][CH:25]=[CH:24][CH:23]=2)[N:3]=1.[OH-].[Na+]. (3) The reactants are: [F:1][C:2]1[CH:3]=[N:4][N:5]([CH:12]([CH3:14])[CH3:13])[C:6]=1[C:7]([O:9]CC)=[O:8].Cl. Given the product [F:1][C:2]1[CH:3]=[N:4][N:5]([CH:12]([CH3:14])[CH3:13])[C:6]=1[C:7]([OH:9])=[O:8], predict the reactants needed to synthesize it. (4) Given the product [CH2:2]([OH:1])[C@@H:3]([C@H:5]([C@@H:7]([CH2:9][OH:10])[OH:8])[OH:6])[OH:4].[CH2:9]([OH:10])[C@@H:7]([OH:8])[CH:5]([OH:6])[C@H:3]([OH:4])[CH2:2][OH:1], predict the reactants needed to synthesize it. The reactants are: [O:1]=[CH:2][C@@H:3]([C@H:5]([C@@H:7]([C@@H:9](CO)[OH:10])[OH:8])[OH:6])[OH:4]. (5) Given the product [Cl:1][C:2]1[CH:7]=[CH:6][CH:5]=[C:4]([F:8])[C:3]=1[C:9]1[C:13]([C:14]([O:16][CH3:17])=[O:15])=[C:12]([C:18]2[CH:19]=[N:20][N:21]([CH2:27][CH2:28][OH:29])[C:22]=2[C:23]([F:25])([F:24])[F:26])[O:11][N:10]=1, predict the reactants needed to synthesize it. The reactants are: [Cl:1][C:2]1[CH:7]=[CH:6][CH:5]=[C:4]([F:8])[C:3]=1[C:9]1[C:13]([C:14]([O:16][CH3:17])=[O:15])=[C:12]([C:18]2[CH:19]=[N:20][N:21]([CH2:27][CH2:28][O:29]C)[C:22]=2[C:23]([F:26])([F:25])[F:24])[O:11][N:10]=1.O. (6) Given the product [Br:21][C:2]1[CH:7]=[CH:6][C:5]([C:8]([OH:17])([C:13]([F:16])([F:15])[F:14])[C:9]([F:12])([F:11])[F:10])=[CH:4][C:3]=1[CH2:18][CH2:19][CH3:20], predict the reactants needed to synthesize it. The reactants are: N[C:2]1[CH:7]=[CH:6][C:5]([C:8]([OH:17])([C:13]([F:16])([F:15])[F:14])[C:9]([F:12])([F:11])[F:10])=[CH:4][C:3]=1[CH2:18][CH2:19][CH3:20].[BrH:21].N([O-])=O.[Na+]. (7) Given the product [CH2:27]([O:26][C:5]1[C:4]2[C:9](=[CH:10][C:11]([Cl:12])=[C:2]([Cl:1])[CH:3]=2)[C:8](=[O:13])[N:7]([CH2:14][C:15]([CH3:18])([CH3:16])[CH3:17])[C:6]=1[C:19]([O:21][C:22]([CH3:25])([CH3:24])[CH3:23])=[O:20])[CH2:28][CH2:29][CH3:30], predict the reactants needed to synthesize it. The reactants are: [Cl:1][C:2]1[CH:3]=[C:4]2[C:9](=[CH:10][C:11]=1[Cl:12])[C:8](=[O:13])[N:7]([CH2:14][C:15]([CH3:18])([CH3:17])[CH3:16])[C:6]([C:19]([O:21][C:22]([CH3:25])([CH3:24])[CH3:23])=[O:20])=[C:5]2[OH:26].[CH2:27](O)[CH2:28][CH2:29][CH3:30].C1(P(C2C=CC=CC=2)C2C=CC=CC=2)C=CC=CC=1. (8) Given the product [O:45]1[C:46]2[CH:52]=[CH:51][CH:50]=[CH:49][C:47]=2[CH:48]=[C:44]1[CH2:43][N:12]([S:13]([C:16]1[CH:21]=[CH:20][C:19]([C@H:22]([C:29](=[O:42])[NH:30][C:31]2[S:32][C:33]3[C:38]([N:39]=2)=[CH:37][CH:36]=[C:35]([O:40][CH3:41])[N:34]=3)[CH2:23][CH:24]2[CH2:28][CH2:27][CH2:26][CH2:25]2)=[CH:18][CH:17]=1)(=[O:14])=[O:15])[CH2:11][CH2:10][C:9]([OH:53])=[O:8], predict the reactants needed to synthesize it. The reactants are: C([O:8][C:9](=[O:53])[CH2:10][CH2:11][N:12]([CH2:43][C:44]1[O:45][C:46]2[CH:52]=[CH:51][CH:50]=[CH:49][C:47]=2[CH:48]=1)[S:13]([C:16]1[CH:21]=[CH:20][C:19]([C@H:22]([C:29](=[O:42])[NH:30][C:31]2[S:32][C:33]3[C:38]([N:39]=2)=[CH:37][CH:36]=[C:35]([O:40][CH3:41])[N:34]=3)[CH2:23][CH:24]2[CH2:28][CH2:27][CH2:26][CH2:25]2)=[CH:18][CH:17]=1)(=[O:15])=[O:14])C1C=CC=CC=1.[OH-].[Na+].Cl. (9) Given the product [Br:27][C:10]1[C:9]([NH:2][CH3:1])=[N:26][C:13]2[CH2:14][CH2:15][N:16]([C:20](=[O:25])[C:21]([F:24])([F:23])[F:22])[CH2:17][CH:18]([CH3:19])[C:12]=2[CH:11]=1, predict the reactants needed to synthesize it. The reactants are: [CH3:1][NH2:2].FC(F)(F)S(O[C:9]1[C:10]([Br:27])=[CH:11][C:12]2[CH:18]([CH3:19])[CH2:17][N:16]([C:20](=[O:25])[C:21]([F:24])([F:23])[F:22])[CH2:15][CH2:14][C:13]=2[N:26]=1)(=O)=O.C1COCC1.C([O-])(O)=O.[Na+]. (10) Given the product [I-:18].[CH3:1][N:2]1[CH:6]=[CH:5][N+:4]([CH2:17][CH2:16][CH2:15][C:14]([F:19])([F:20])[C:13]([F:21])([F:22])[C:12]([F:23])([F:24])[C:11]([F:25])([F:26])[C:10]([F:27])([F:28])[C:9]([F:30])([F:29])[F:8])=[C:3]1[CH3:7], predict the reactants needed to synthesize it. The reactants are: [CH3:1][N:2]1[CH:6]=[CH:5][N:4]=[C:3]1[CH3:7].[F:8][C:9]([F:30])([F:29])[C:10]([F:28])([F:27])[C:11]([F:26])([F:25])[C:12]([F:24])([F:23])[C:13]([F:22])([F:21])[C:14]([F:20])([F:19])[CH2:15][CH2:16][CH2:17][I:18].